From a dataset of Forward reaction prediction with 1.9M reactions from USPTO patents (1976-2016). Predict the product of the given reaction. Given the reactants Cl[C:2]1[N:7]=[C:6]([C:8]2[C:16]3[C:11](=[CH:12][CH:13]=[CH:14][CH:15]=3)[N:10]([S:17]([C:20]3[CH:25]=[CH:24][CH:23]=[CH:22][CH:21]=3)(=[O:19])=[O:18])[CH:9]=2)[C:5]([Cl:26])=[CH:4][N:3]=1.[NH2:27][CH:28]1[CH2:33][CH2:32][N:31]([C:34]([O:36][C:37]([CH3:40])([CH3:39])[CH3:38])=[O:35])[CH2:30][CH2:29]1.CCN(C(C)C)C(C)C, predict the reaction product. The product is: [Cl:26][C:5]1[C:6]([C:8]2[C:16]3[C:11](=[CH:12][CH:13]=[CH:14][CH:15]=3)[N:10]([S:17]([C:20]3[CH:21]=[CH:22][CH:23]=[CH:24][CH:25]=3)(=[O:18])=[O:19])[CH:9]=2)=[N:7][C:2]([NH:27][CH:28]2[CH2:29][CH2:30][N:31]([C:34]([O:36][C:37]([CH3:40])([CH3:39])[CH3:38])=[O:35])[CH2:32][CH2:33]2)=[N:3][CH:4]=1.